Dataset: Aqueous solubility values for 9,982 compounds from the AqSolDB database. Task: Regression/Classification. Given a drug SMILES string, predict its absorption, distribution, metabolism, or excretion properties. Task type varies by dataset: regression for continuous measurements (e.g., permeability, clearance, half-life) or binary classification for categorical outcomes (e.g., BBB penetration, CYP inhibition). For this dataset (solubility_aqsoldb), we predict Y. (1) The molecule is C[N+](C)(C)c1ccccc1.[Cl-]. The Y is 0.288 log mol/L. (2) The drug is CC1CO1. The Y is 0.833 log mol/L. (3) The drug is CCOc1ccccc1/C=C\C(=O)O. The Y is -2.52 log mol/L. (4) The drug is O=c1cnc2cncnc2[nH]1. The Y is -2.12 log mol/L. (5) The drug is CCCCCCCCN=c1ccn(CCCCCCCCCCn2ccc(=NCCCCCCCC)cc2)cc1.[Cl-].[Cl-].[H+].[H+]. The Y is -1.64 log mol/L. (6) The compound is N=C(N)c1ccc(CCc2ccc(C(=N)N)o2)o1. The Y is -1.02 log mol/L.